This data is from Catalyst prediction with 721,799 reactions and 888 catalyst types from USPTO. The task is: Predict which catalyst facilitates the given reaction. (1) Reactant: [F:1][C:2]1[CH:7]=[CH:6][CH:5]=[CH:4][C:3]=1[C:8]1[N:12]([S:13]([C:16]2[CH:21]=[CH:20][CH:19]=[C:18]([O:22][CH2:23][C:24]3([C:27](=[O:30])[NH:28][CH3:29])[CH2:26][CH2:25]3)[CH:17]=2)(=[O:15])=[O:14])[CH:11]=[C:10]([CH2:31][N:32](C)[C:33](=O)OC(C)(C)C)[CH:9]=1.FC(F)(F)C(O)=O.C(=O)(O)[O-].[Na+]. Product: [F:1][C:2]1[CH:7]=[CH:6][CH:5]=[CH:4][C:3]=1[C:8]1[N:12]([S:13]([C:16]2[CH:17]=[C:18]([CH:19]=[CH:20][CH:21]=2)[O:22][CH2:23][C:24]2([C:27]([NH:28][CH3:29])=[O:30])[CH2:25][CH2:26]2)(=[O:15])=[O:14])[CH:11]=[C:10]([CH2:31][NH:32][CH3:33])[CH:9]=1. The catalyst class is: 4. (2) Reactant: [H-].[Na+].[C:3]([O:7]C)(=O)[CH:4]=[CH2:5].[CH3:9][O:10][C:11]1[CH:12]=[C:13]([CH2:17][C:18]#[N:19])[CH:14]=[CH:15][CH:16]=1.[Cl-].[NH4+].[OH-].[K+].O1CCO[CH2:26][CH2:25]1. Product: [CH3:9][O:10][C:11]1[CH:12]=[C:13]([C:17]2([C:18]#[N:19])[CH2:5][CH2:4][C:3](=[O:7])[CH2:26][CH2:25]2)[CH:14]=[CH:15][CH:16]=1. The catalyst class is: 35. (3) Reactant: [Br:1][C:2]1[CH:9]=[C:8](F)[CH:7]=[CH:6][C:3]=1[CH:4]=[O:5].[OH:11][C:12]1[CH:22]=[CH:21][C:15]([C:16]([O:18][CH2:19][CH3:20])=[O:17])=[CH:14][CH:13]=1.CN(C=O)C.C(=O)([O-])[O-].[K+].[K+]. Product: [Br:1][C:2]1[CH:9]=[C:8]([CH:7]=[CH:6][C:3]=1[CH:4]=[O:5])[O:11][C:12]1[CH:13]=[CH:14][C:15]([C:16]([O:18][CH2:19][CH3:20])=[O:17])=[CH:21][CH:22]=1. The catalyst class is: 238. (4) Reactant: [CH:1]1([S:4]([C:7]2[CH:15]=[CH:14][CH:13]=[C:12]3[C:8]=2[CH:9]=[N:10][N:11]3[CH:16]([CH2:23][CH:24]2[CH2:29][CH2:28][O:27][CH2:26][CH2:25]2)[C:17](N(OC)C)=[O:18])(=[O:6])=[O:5])[CH2:3][CH2:2]1.[CH:30]([Mg]Br)=[CH2:31].Cl. Product: [CH:1]1([S:4]([C:7]2[CH:15]=[CH:14][CH:13]=[C:12]3[C:8]=2[CH:9]=[N:10][N:11]3[CH:16]([CH2:23][CH:24]2[CH2:29][CH2:28][O:27][CH2:26][CH2:25]2)[C:17](=[O:18])[CH:30]=[CH2:31])(=[O:6])=[O:5])[CH2:3][CH2:2]1. The catalyst class is: 7. (5) Reactant: [Cl:1][C:2]1[CH:3]=[C:4]([CH:9](O)[CH2:10][N:11]([CH2:13][C:14]2[CH:19]=[CH:18][C:17]([F:20])=[C:16]([O:21][CH3:22])[CH:15]=2)[CH3:12])[CH:5]=[CH:6][C:7]=1[Cl:8].S(=O)(=O)(O)O. Product: [Cl:1][C:2]1[CH:3]=[C:4]([CH:9]2[C:19]3[C:14](=[CH:15][C:16]([O:21][CH3:22])=[C:17]([F:20])[CH:18]=3)[CH2:13][N:11]([CH3:12])[CH2:10]2)[CH:5]=[CH:6][C:7]=1[Cl:8]. The catalyst class is: 2. (6) Reactant: C(NC(C)C)(C)C.[Li]CCCC.[Cl:13][C:14]1[N:19]=[CH:18][C:17]([C:20]([N:22]([CH:26]([CH3:28])[CH3:27])[CH:23]([CH3:25])[CH3:24])=[O:21])=[CH:16][CH:15]=1.CN([CH:32]=[O:33])C. Product: [Cl:13][C:14]1[N:19]=[CH:18][C:17]([C:20]([N:22]([CH:26]([CH3:28])[CH3:27])[CH:23]([CH3:24])[CH3:25])=[O:21])=[C:16]([CH:32]=[O:33])[CH:15]=1. The catalyst class is: 28. (7) Reactant: [C:1]([CH:3]1[CH2:12][CH2:11][CH2:10][C:9]2[CH:8]=[C:7]([NH:13][S:14]([C:17]3[CH:22]=[CH:21][CH:20]=[CH:19][CH:18]=3)(=[O:16])=[O:15])[CH:6]=[CH:5][C:4]1=2)#[N:2]. Product: [NH2:2][CH2:1][CH:3]1[CH2:12][CH2:11][CH2:10][C:9]2[CH:8]=[C:7]([NH:13][S:14]([C:17]3[CH:18]=[CH:19][CH:20]=[CH:21][CH:22]=3)(=[O:16])=[O:15])[CH:6]=[CH:5][C:4]1=2. The catalyst class is: 7. (8) Reactant: [CH:1]([NH2:14])([C:8]1[CH:13]=[CH:12][CH:11]=[CH:10][CH:9]=1)[C:2]1[CH:7]=[CH:6][CH:5]=[CH:4][CH:3]=1.Br[C@@H:16]([C@H:19]1[CH2:21][O:20]1)[CH2:17][CH3:18]. Product: [C:2]1([CH:1]([C:8]2[CH:9]=[CH:10][CH:11]=[CH:12][CH:13]=2)[N:14]2[CH2:21][C@@H:19]([OH:20])[C@@H:16]2[CH2:17][CH3:18])[CH:7]=[CH:6][CH:5]=[CH:4][CH:3]=1. The catalyst class is: 5.